Dataset: Reaction yield outcomes from USPTO patents with 853,638 reactions. Task: Predict the reaction yield, written as a fraction of the theoretical maximum amount of product (1.0 means a 100% yield; for example, 0.34 means a 34% yield). The reactants are [F:1][C:2]1[CH:7]=[CH:6][CH:5]=[CH:4][C:3]=1[C:8]1[N:13]=[CH:12][C:11]([NH:14][C:15](=[O:34])[C:16]2[CH:21]=[CH:20][C:19]([S:22][CH3:23])=[C:18]([NH:24][C:25](=[O:33])[CH2:26][N:27]3[CH2:32][CH2:31][O:30][CH2:29][CH2:28]3)[CH:17]=2)=[CH:10][CH:9]=1.[OH:35]OS([O-])=O.[K+].[OH2:41]. The catalyst is CO. The product is [F:1][C:2]1[CH:7]=[CH:6][CH:5]=[CH:4][C:3]=1[C:8]1[N:13]=[CH:12][C:11]([NH:14][C:15](=[O:34])[C:16]2[CH:21]=[CH:20][C:19]([S:22]([CH3:23])(=[O:35])=[O:41])=[C:18]([NH:24][C:25](=[O:33])[CH2:26][N:27]3[CH2:32][CH2:31][O:30][CH2:29][CH2:28]3)[CH:17]=2)=[CH:10][CH:9]=1. The yield is 0.0900.